This data is from Forward reaction prediction with 1.9M reactions from USPTO patents (1976-2016). The task is: Predict the product of the given reaction. Given the reactants C1(O)OC2O[CH:8]([OH:12])[CH:9](O)OC2OC1O.[C:15]1([CH2:21][NH:22][CH2:23][CH2:24][NH:25][C:26]2[CH:31]=[CH:30][CH:29]=[CH:28][N:27]=2)[CH:20]=[CH:19][CH:18]=[CH:17][CH:16]=1.[OH-].[Na+], predict the reaction product. The product is: [C:15]1([CH2:21][N:22]2[CH2:23][CH2:24][N:25]([C:26]3[CH:31]=[CH:30][CH:29]=[CH:28][N:27]=3)[C:8](=[O:12])[CH2:9]2)[CH:16]=[CH:17][CH:18]=[CH:19][CH:20]=1.